This data is from Forward reaction prediction with 1.9M reactions from USPTO patents (1976-2016). The task is: Predict the product of the given reaction. Given the reactants [CH3:1][O:2][C:3]([C:5]1[CH:10]=[N:9][C:8](Cl)=[CH:7][N:6]=1)=[O:4].[CH3:12][N:13]1[CH2:18][CH2:17][CH:16]([CH2:19][CH2:20][CH2:21][NH2:22])[CH2:15][CH2:14]1, predict the reaction product. The product is: [CH3:1][O:2][C:3]([C:5]1[CH:10]=[N:9][C:8]([NH:22][CH2:21][CH2:20][CH2:19][CH:16]2[CH2:15][CH2:14][N:13]([CH3:12])[CH2:18][CH2:17]2)=[CH:7][N:6]=1)=[O:4].